This data is from Full USPTO retrosynthesis dataset with 1.9M reactions from patents (1976-2016). The task is: Predict the reactants needed to synthesize the given product. (1) Given the product [C:1]([O:5][C:6]([NH:7][CH2:8][C:9]1[C:14]([B:22]([OH:27])[OH:23])=[CH:13][C:12]([Cl:15])=[N:11][CH:10]=1)=[O:16])([CH3:4])([CH3:2])[CH3:3], predict the reactants needed to synthesize it. The reactants are: [C:1]([O:5][C:6](=[O:16])[NH:7][CH2:8][C:9]1[CH:10]=[N:11][C:12]([Cl:15])=[CH:13][CH:14]=1)([CH3:4])([CH3:3])[CH3:2].C([Li])(C)(C)C.[B:22](OC(C)C)([O:27]C(C)C)[O:23]C(C)C. (2) Given the product [CH2:11]([C@H:18]1[CH2:22][O:21][C:20](=[O:23])[N:19]1[C:24](=[O:31])[C@@H:25]([N:50]=[N+:51]=[N-:52])[CH2:26][Si:27]([CH3:29])([CH3:28])[CH3:30])[C:12]1[CH:17]=[CH:16][CH:15]=[CH:14][CH:13]=1, predict the reactants needed to synthesize it. The reactants are: C[Si](C)(C)[N-][Si](C)(C)C.[K+].[CH2:11]([C@H:18]1[CH2:22][O:21][C:20](=[O:23])[N:19]1[C:24](=[O:31])[CH2:25][CH2:26][Si:27]([CH3:30])([CH3:29])[CH3:28])[C:12]1[CH:17]=[CH:16][CH:15]=[CH:14][CH:13]=1.C(C1C=C(C(C)C)C=C(C(C)C)C=1S([N:50]=[N+:51]=[N-:52])(=O)=O)(C)C.[Cl-].[Na+].